From a dataset of Catalyst prediction with 721,799 reactions and 888 catalyst types from USPTO. Predict which catalyst facilitates the given reaction. Reactant: C(OC(=O)C)(=O)C.[CH2:8]([C:16]1[CH:31]=[CH:30][C:19]([O:20][CH2:21][CH:22]([OH:29])[CH2:23][N:24]2[CH:28]=[CH:27][CH:26]=[N:25]2)=[CH:18][CH:17]=1)[CH2:9][CH2:10][CH2:11][CH2:12][CH2:13][CH2:14][CH3:15].C(=O)([O-])O.[Na+].[Na+].[Cl-]. Product: [CH2:8]([C:16]1[CH:31]=[CH:30][C:19]([O:20][CH2:21][C:22](=[O:29])[CH2:23][N:24]2[CH:28]=[CH:27][CH:26]=[N:25]2)=[CH:18][CH:17]=1)[CH2:9][CH2:10][CH2:11][CH2:12][CH2:13][CH2:14][CH3:15]. The catalyst class is: 16.